Dataset: Full USPTO retrosynthesis dataset with 1.9M reactions from patents (1976-2016). Task: Predict the reactants needed to synthesize the given product. Given the product [Cl:1][C:2]1[CH:3]=[CH:4][C:5]([CH:8]([C:20]2[CH:25]=[CH:24][C:23]([Cl:26])=[CH:22][CH:21]=2)[C:9]2[CH:10]=[C:11]3[C:16](=[CH:17][CH:18]=2)[N:15]=[CH:14][N:13]=[C:12]3[NH:36][CH2:35][C:31]2[CH:32]=[CH:33][CH:34]=[C:29]([C:28]([F:27])([F:37])[F:38])[CH:30]=2)=[CH:6][CH:7]=1, predict the reactants needed to synthesize it. The reactants are: [Cl:1][C:2]1[CH:7]=[CH:6][C:5]([CH:8]([C:20]2[CH:25]=[CH:24][C:23]([Cl:26])=[CH:22][CH:21]=2)[C:9]2[CH:10]=[C:11]3[C:16](=[CH:17][CH:18]=2)[N:15]=[CH:14][N:13]=[C:12]3Cl)=[CH:4][CH:3]=1.[F:27][C:28]([F:38])([F:37])[C:29]1[CH:30]=[C:31]([CH2:35][NH2:36])[CH:32]=[CH:33][CH:34]=1.